This data is from Reaction yield outcomes from USPTO patents with 853,638 reactions. The task is: Predict the reaction yield, written as a fraction of the theoretical maximum amount of product (1.0 means a 100% yield; for example, 0.34 means a 34% yield). (1) The reactants are C([O:3][C:4](=[O:49])[CH2:5][CH2:6][CH2:7][O:8][C:9]1[CH:14]=[CH:13][CH:12]=[C:11]([CH2:15][CH2:16][CH2:17][CH2:18][CH2:19][CH2:20][O:21][C:22]2[CH:27]=[C:26]([S:28]([CH2:31][CH3:32])(=[O:30])=[O:29])[CH:25]=[C:24]([C:33]3[CH:41]=[CH:40][C:36]4[O:37][CH2:38][O:39][C:35]=4[CH:34]=3)[CH:23]=2)[C:10]=1[CH2:42][CH2:43][C:44]([O:46]CC)=[O:45])C.[OH-].[Na+]. No catalyst specified. The product is [O:37]1[C:36]2[CH:40]=[CH:41][C:33]([C:24]3[CH:23]=[C:22]([CH:27]=[C:26]([S:28]([CH2:31][CH3:32])(=[O:29])=[O:30])[CH:25]=3)[O:21][CH2:20][CH2:19][CH2:18][CH2:17][CH2:16][CH2:15][C:11]3[C:10]([CH2:42][CH2:43][C:44]([OH:46])=[O:45])=[C:9]([CH:14]=[CH:13][CH:12]=3)[O:8][CH2:7][CH2:6][CH2:5][C:4]([OH:49])=[O:3])=[CH:34][C:35]=2[O:39][CH2:38]1. The yield is 0.820. (2) The reactants are [N:1]1([C:6]2[CH:7]=[C:8]([CH3:24])[C:9]3[N:13]=[C:12]([C:14]4[C:15]([O:21]C)=[N:16][CH:17]=[CH:18][C:19]=4[I:20])[NH:11][C:10]=3[CH:23]=2)[CH:5]=[CH:4][N:3]=[CH:2]1. The catalyst is Cl.C(OCC)(=O)C. The product is [N:1]1([C:6]2[CH:7]=[C:8]([CH3:24])[C:9]3[N:13]=[C:12]([C:14]4[C:15](=[O:21])[NH:16][CH:17]=[CH:18][C:19]=4[I:20])[NH:11][C:10]=3[CH:23]=2)[CH:5]=[CH:4][N:3]=[CH:2]1. The yield is 0.810. (3) The reactants are [F:1][C:2]1[CH:7]=[CH:6][CH:5]=[CH:4][C:3]=1[CH2:8][O:9][C:10]1[CH:15]=[CH:14][C:13]([C@@H:16]2[N:20]([C:21]([O:23][C:24]([CH3:27])([CH3:26])[CH3:25])=[O:22])[C@:19]([CH3:32])([C:28]([O:30]C)=[O:29])[CH2:18][CH2:17]2)=[CH:12][C:11]=1[O:33][CH3:34].O[Li].O. The catalyst is CO.O. The product is [CH3:27][C:24]([O:23][C:21]([N:20]1[C@@H:16]([C:13]2[CH:14]=[CH:15][C:10]([O:9][CH2:8][C:3]3[CH:4]=[CH:5][CH:6]=[CH:7][C:2]=3[F:1])=[C:11]([O:33][CH3:34])[CH:12]=2)[CH2:17][CH2:18][C@@:19]1([CH3:32])[C:28]([OH:30])=[O:29])=[O:22])([CH3:25])[CH3:26]. The yield is 0.970. (4) The reactants are I[C:2]1[CH:3]=[N:4][N:5]2[C:10]([C:11]3[CH:12]=[C:13]([NH:19][C:20](=[O:31])[C:21]4[CH:26]=[CH:25][CH:24]=[C:23]([C:27]([F:30])([F:29])[F:28])[CH:22]=4)[CH:14]=[CH:15][C:16]=3[O:17][CH3:18])=[CH:9][CH:8]=[N:7][C:6]=12.[C:32]([O:36][C:37]([N:39]1[CH:43]=[C:42](B2OC(C)(C)C(C)(C)O2)[CH:41]=[N:40]1)=[O:38])([CH3:35])([CH3:34])[CH3:33]. No catalyst specified. The product is [CH3:18][O:17][C:16]1[CH:15]=[CH:14][C:13]([NH:19][C:20](=[O:31])[C:21]2[CH:26]=[CH:25][CH:24]=[C:23]([C:27]([F:30])([F:29])[F:28])[CH:22]=2)=[CH:12][C:11]=1[C:10]1[N:5]2[N:4]=[CH:3][C:2]([C:42]3[CH:43]=[N:39][NH:40][CH:41]=3)=[C:6]2[N:7]=[CH:8][CH:9]=1.[CH3:18][O:17][C:16]1[CH:15]=[CH:14][C:13]([NH:19][C:20](=[O:31])[C:21]2[CH:26]=[CH:25][CH:24]=[C:23]([C:27]([F:30])([F:29])[F:28])[CH:22]=2)=[CH:12][C:11]=1[C:10]1[N:5]2[N:4]=[CH:3][C:2]([C:42]3[CH:41]=[N:40][N:39]([C:37]([O:36][C:32]([CH3:35])([CH3:34])[CH3:33])=[O:38])[CH:43]=3)=[C:6]2[N:7]=[CH:8][CH:9]=1. The yield is 0.200. (5) The reactants are FC1C=C(F)C=CC=1C1C=C(COS(C)(=O)=O)C(=O)N(CC(C)C)N=1.[CH2:26]([N:35]1[C:40](=[O:41])[C:39]([C:42]([O:44]C)=[O:43])=[CH:38][C:37]([C:46]2[CH:51]=[CH:50][C:49]([F:52])=[C:48]([CH3:53])[CH:47]=2)=[N:36]1)[CH:27]=[CH:28][C:29]1[CH:34]=[CH:33][CH:32]=[CH:31][CH:30]=1. No catalyst specified. The product is [C:42]([C:39]1[C:40](=[O:41])[N:35]([CH2:26][CH:27]=[CH:28][C:29]2[CH:34]=[CH:33][CH:32]=[CH:31][CH:30]=2)[N:36]=[C:37]([C:46]2[CH:51]=[CH:50][C:49]([F:52])=[C:48]([CH3:53])[CH:47]=2)[CH:38]=1)([OH:44])=[O:43]. The yield is 0.851. (6) The reactants are [F:8][C:7]([F:10])([F:9])[C:6](O[C:6](=O)[C:7]([F:10])([F:9])[F:8])=O.I.[NH:15]1[CH2:21][CH2:20][CH2:19][CH2:18][NH:17][C:16]1=[N:22][NH2:23]. The catalyst is C(Cl)Cl. The product is [F:10][C:7]([F:8])([F:9])[C:6]1[N:15]2[CH2:21][CH2:20][CH2:19][CH2:18][NH:17][C:16]2=[N:22][N:23]=1. The yield is 0.310. (7) The reactants are [CH:1]1([C:4]2[CH:5]=[C:6]([NH:9][C:10]3[C:11]4[CH2:29][NH:28][CH2:27][CH2:26][C:12]=4[N:13]=[C:14]([NH:16][C@H:17]([C:19]4[CH:24]=[CH:23][C:22]([F:25])=[CH:21][CH:20]=4)[CH3:18])[N:15]=3)[NH:7][N:8]=2)[CH2:3][CH2:2]1.[C:30](O)(=[O:32])[CH3:31]. The catalyst is C(Cl)Cl.C1COCC1. The product is [CH:1]1([C:4]2[NH:8][N:7]=[C:6]([NH:9][C:10]3[C:11]4[CH2:29][N:28]([C:30](=[O:32])[CH3:31])[CH2:27][CH2:26][C:12]=4[N:13]=[C:14]([NH:16][C@H:17]([C:19]4[CH:24]=[CH:23][C:22]([F:25])=[CH:21][CH:20]=4)[CH3:18])[N:15]=3)[CH:5]=2)[CH2:3][CH2:2]1. The yield is 0.810.